From a dataset of Reaction yield outcomes from USPTO patents with 853,638 reactions. Predict the reaction yield, written as a fraction of the theoretical maximum amount of product (1.0 means a 100% yield; for example, 0.34 means a 34% yield). (1) The reactants are [NH2:1][C:2]1[CH:7]=[C:6]([O:8][C:9]2[CH:14]=[CH:13][C:12]([N+:15]([O-:17])=[O:16])=[CH:11][C:10]=2[F:18])[N:5]=[CH:4][N:3]=1.[CH2:19]([N:21]([CH2:24]C)[CH2:22]C)C.ClC(OC1C=CC=CC=1)=[O:28].CNC. The catalyst is O1CCCC1.C(OCC)C.CO. The product is [F:18][C:10]1[CH:11]=[C:12]([N+:15]([O-:17])=[O:16])[CH:13]=[CH:14][C:9]=1[O:8][C:6]1[N:5]=[CH:4][N:3]=[C:2]([NH:1][C:19](=[O:28])[N:21]([CH3:24])[CH3:22])[CH:7]=1. The yield is 0.590. (2) The reactants are [C:1]([O:5][C:6](=[O:26])[CH2:7][S:8][C:9]([NH:18][CH2:19][C:20]1[CH:25]=[CH:24][CH:23]=[CH:22][CH:21]=1)=[C:10]1[C:15](=[O:16])[CH2:14][CH2:13][CH2:12][C:11]1=O)([CH3:4])([CH3:3])[CH3:2].CC(C)([O-])C.[K+]. The catalyst is CC(O)C. The product is [C:1]([O:5][C:6]([C:7]1[S:8][C:9]([NH:18][CH2:19][C:20]2[CH:25]=[CH:24][CH:23]=[CH:22][CH:21]=2)=[C:10]2[C:15](=[O:16])[CH2:14][CH2:13][CH2:12][C:11]=12)=[O:26])([CH3:4])([CH3:3])[CH3:2]. The yield is 0.370. (3) The catalyst is CCCCCC. The reactants are [CH3:1][C:2]1([CH3:10])[O:7][C:6](=[O:8])[CH2:5][C:4](=[O:9])[O:3]1.[CH:11](OC)(OC)OC.[F:18][C:19]1[CH:20]=[C:21]([NH2:25])[CH:22]=[N:23][CH:24]=1. The yield is 0.820. The product is [F:18][C:19]1[CH:20]=[C:21]([NH:25][CH:11]=[C:5]2[C:6](=[O:8])[O:7][C:2]([CH3:10])([CH3:1])[O:3][C:4]2=[O:9])[CH:22]=[N:23][CH:24]=1. (4) The reactants are Br[C:2]1[CH:3]=[C:4]([CH:13]=[CH:14][CH:15]=1)[O:5][CH2:6][C:7]([NH:9][CH:10]1[CH2:12][CH2:11]1)=[O:8].[B:16]1([B:16]2[O:20][C:19]([CH3:22])([CH3:21])[C:18]([CH3:24])([CH3:23])[O:17]2)[O:20][C:19]([CH3:22])([CH3:21])[C:18]([CH3:24])([CH3:23])[O:17]1.CC([O-])=O.[K+]. The catalyst is CS(C)=O.O.C1C=CC(P(C2C=CC=CC=2)[C-]2C=CC=C2)=CC=1.C1C=CC(P(C2C=CC=CC=2)[C-]2C=CC=C2)=CC=1.Cl[Pd]Cl.[Fe+2].C(Cl)Cl. The product is [CH:10]1([NH:9][C:7](=[O:8])[CH2:6][O:5][C:4]2[CH:13]=[CH:14][CH:15]=[C:2]([B:16]3[O:20][C:19]([CH3:22])([CH3:21])[C:18]([CH3:24])([CH3:23])[O:17]3)[CH:3]=2)[CH2:12][CH2:11]1. The yield is 0.600. (5) The reactants are [O:1]=[C:2]1[CH2:5][CH:4]([C:6]2[NH:7][N:8]=[C:9]3[C:14]=2[CH:13]([C:15]2[CH:20]=[CH:19][CH:18]=[CH:17][CH:16]=2)[CH2:12][C:11](=[O:21])[NH:10]3)[CH2:3]1.[H-].[H-].[H-].[H-].[Li+].[Al+3]. The catalyst is C1COCC1. The product is [OH:1][CH:2]1[CH2:5][CH:4]([C:6]2[NH:7][N:8]=[C:9]3[C:14]=2[CH:13]([C:15]2[CH:20]=[CH:19][CH:18]=[CH:17][CH:16]=2)[CH2:12][C:11](=[O:21])[NH:10]3)[CH2:3]1. The yield is 0.550. (6) The reactants are [CH3:1][O:2][C:3]1[CH:4]=[C:5]([C:9]2[CH:17]=[CH:16][CH:15]=[C:14]3[C:10]=2[CH2:11][C:12](=[O:18])[NH:13]3)[CH:6]=[CH:7][CH:8]=1.[N:19]1([CH2:24][CH2:25][NH:26][C:27]([C:29]2[C:33]([CH3:34])=[C:32]([CH:35]=O)[NH:31][C:30]=2[CH3:37])=[O:28])[CH2:23][CH2:22][CH2:21][CH2:20]1. The catalyst is C(O)C.N1CCCCC1. The product is [N:19]1([CH2:24][CH2:25][NH:26][C:27]([C:29]2[C:33]([CH3:34])=[C:32]([CH:35]=[C:11]3[C:10]4[C:14](=[CH:15][CH:16]=[CH:17][C:9]=4[C:5]4[CH:6]=[CH:7][CH:8]=[C:3]([O:2][CH3:1])[CH:4]=4)[NH:13][C:12]3=[O:18])[NH:31][C:30]=2[CH3:37])=[O:28])[CH2:23][CH2:22][CH2:21][CH2:20]1. The yield is 0.800. (7) The reactants are [C:1]([CH2:3][C:4]([NH:6][CH:7]([C:11]1[CH:16]=[CH:15][C:14]([O:17][CH2:18][CH2:19][N:20]([CH2:23]C)[CH2:21]C)=[CH:13][CH:12]=1)[CH2:8][CH2:9][CH3:10])=[O:5])#[N:2].CN(C)CCOC1C=CC(C(N)CCC)=CC=1. No catalyst specified. The product is [C:1]([CH2:3][C:4]([NH:6][CH:7]([C:11]1[CH:12]=[CH:13][C:14]([O:17][CH2:18][CH2:19][N:20]([CH3:23])[CH3:21])=[CH:15][CH:16]=1)[CH2:8][CH2:9][CH3:10])=[O:5])#[N:2]. The yield is 0.610. (8) The reactants are [CH3:1][O:2][C:3]1[CH:11]=[CH:10][C:6]([C:7]([OH:9])=[O:8])=[C:5]([CH3:12])[CH:4]=1.[C:13](=O)([O:16]C)[O:14]C.[Li+].CC([N-]C(C)C)C. The catalyst is C1COCC1. The product is [C:13]([CH2:12][C:5]1[CH:4]=[C:3]([O:2][CH3:1])[CH:11]=[CH:10][C:6]=1[C:7]([OH:9])=[O:8])([OH:16])=[O:14]. The yield is 0.632. (9) The reactants are CC1(C)[O:9][C:8](=[O:10])[C:5]2([CH2:7][CH2:6]2)[C:4](=[O:11])O1.[CH2:13]1[C:21]2[C:16](=[CH:17][C:18]([NH2:22])=[CH:19][CH:20]=2)[CH2:15][CH2:14]1. The catalyst is C(O)C. The product is [CH2:13]1[C:21]2[C:16](=[CH:17][C:18]([N:22]3[CH2:6][CH2:7][CH:5]([C:8]([OH:9])=[O:10])[C:4]3=[O:11])=[CH:19][CH:20]=2)[CH2:15][CH2:14]1. The yield is 0.710.